This data is from Full USPTO retrosynthesis dataset with 1.9M reactions from patents (1976-2016). The task is: Predict the reactants needed to synthesize the given product. (1) The reactants are: [NH2:1][CH:2]([C:10]1[C:15]([O:16][CH3:17])=[CH:14][N:13]=[CH:12][C:11]=1[O:18][CH3:19])[CH2:3][CH2:4][CH2:5][C:6]([O:8]C)=O.[N:20]1[N:21]([C:25]2[CH:26]=[C:27]([CH:30]=[CH:31][CH:32]=2)[CH:28]=O)[N:22]=[CH:23][CH:24]=1. Given the product [N:20]1[N:21]([C:25]2[CH:26]=[C:27]([CH:30]=[CH:31][CH:32]=2)[CH2:28][N:1]2[CH:2]([C:10]3[C:15]([O:16][CH3:17])=[CH:14][N:13]=[CH:12][C:11]=3[O:18][CH3:19])[CH2:3][CH2:4][CH2:5][C:6]2=[O:8])[N:22]=[CH:23][CH:24]=1, predict the reactants needed to synthesize it. (2) Given the product [Cl:1][C:2]1[CH:3]=[CH:4][C:5]([C:8]2([CH2:44][C:45]([OH:47])=[O:46])[CH2:9][CH2:10][N:11]([C:14]3[C:15]4[N:16]([N:20]=[C:21]([NH:23][C:24]5[CH:40]=[CH:39][C:27]([C:28](=[O:29])[N:30]([CH3:38])[CH:31]6[CH2:36][CH2:35][N:34]([CH3:37])[CH2:33][CH2:32]6)=[CH:26][CH:25]=5)[N:22]=4)[CH:17]=[CH:18][CH:19]=3)[CH2:12][CH2:13]2)=[CH:6][CH:7]=1, predict the reactants needed to synthesize it. The reactants are: [Cl:1][C:2]1[CH:7]=[CH:6][C:5]([C:8]2(CC#N)[CH2:13][CH2:12][N:11]([C:14]3[C:15]4[N:16]([N:20]=[C:21]([NH:23][C:24]5[CH:40]=[CH:39][C:27]([C:28]([N:30]([CH3:38])[CH:31]6[CH2:36][CH2:35][N:34]([CH3:37])[CH2:33][CH2:32]6)=[O:29])=[CH:26][CH:25]=5)[N:22]=4)[CH:17]=[CH:18][CH:19]=3)[CH2:10][CH2:9]2)=[CH:4][CH:3]=1.[CH3:44][C:45]([OH:47])=[O:46]. (3) Given the product [CH3:12][N:6]1[C:5]2[CH:13]=[CH:14][C:2]([B:18]3[O:19][C:20]([CH3:22])([CH3:21])[C:16]([CH3:32])([CH3:15])[O:17]3)=[CH:3][C:4]=2[N:8]=[C:7]1[C@H:9]([OH:11])[CH3:10], predict the reactants needed to synthesize it. The reactants are: Br[C:2]1[CH:14]=[CH:13][C:5]2[N:6]([CH3:12])[C:7]([C@H:9]([OH:11])[CH3:10])=[N:8][C:4]=2[CH:3]=1.[CH3:15][C:16]1([CH3:32])[C:20]([CH3:22])([CH3:21])[O:19][B:18]([B:18]2[O:19][C:20]([CH3:22])([CH3:21])[C:16]([CH3:32])([CH3:15])[O:17]2)[O:17]1.ClCCl.C([O-])(=O)C.[K+].